From a dataset of Forward reaction prediction with 1.9M reactions from USPTO patents (1976-2016). Predict the product of the given reaction. (1) Given the reactants [ClH:1].Cl.[NH2:3][C@@H:4]1[CH2:6][C@H:5]1[C:7]1[CH:8]=[C:9]([CH:19]=[CH:20][CH:21]=1)[C:10]([NH:12][C:13]1[S:17][C:16]([CH3:18])=[N:15][CH:14]=1)=[O:11].C(=O)([O-])O.[Na+].[BH4-].[Na+], predict the reaction product. The product is: [ClH:1].[ClH:1].[CH:5]1([CH2:7][NH:3][C@@H:4]2[CH2:6][C@H:5]2[C:7]2[CH:8]=[C:9]([CH:19]=[CH:20][CH:21]=2)[C:10]([NH:12][C:13]2[S:17][C:16]([CH3:18])=[N:15][CH:14]=2)=[O:11])[CH2:6][CH2:4]1. (2) Given the reactants [NH2:1][C:2]1[CH:3]=[N:4][N:5]2[CH:10]=[CH:9][CH:8]=[CH:7][C:6]=12.[CH:11](=O)[CH3:12].[BH3-]C#N.[Na+].[C:18](#N)[CH3:19], predict the reaction product. The product is: [CH2:18]([N:1]([CH2:11][CH3:12])[C:2]1[CH:3]=[N:4][N:5]2[CH:10]=[CH:9][CH:8]=[CH:7][C:6]=12)[CH3:19]. (3) Given the reactants [OH:1][CH2:2][C@@H:3]1[CH2:8][CH2:7][C@H:6]([C:9]([OH:11])=[O:10])[CH2:5][CH2:4]1.S(=O)(=O)(O)O.[CH2:17](O)[CH3:18], predict the reaction product. The product is: [OH:1][CH2:2][C@@H:3]1[CH2:4][CH2:5][C@H:6]([C:9]([O:11][CH2:17][CH3:18])=[O:10])[CH2:7][CH2:8]1.